Task: Predict the product of the given reaction.. Dataset: Forward reaction prediction with 1.9M reactions from USPTO patents (1976-2016) (1) Given the reactants [Cl:1][C:2]1[CH:7]=[C:6]([C:8]2[CH:13]=[CH:12][CH:11]=[C:10]([CH3:14])[N:9]=2)[CH:5]=[CH:4][C:3]=1[C:15]1[C:27](=[O:28])[N:26]([CH2:29][CH2:30][N:31]2[CH2:36][CH2:35][N:34](C(OC(C)(C)C)=O)[CH2:33][CH2:32]2)[C:18]2[N:19]=[C:20]([NH:23][CH2:24][CH3:25])[N:21]=[CH:22][C:17]=2[CH:16]=1.Cl.O1CCOCC1, predict the reaction product. The product is: [Cl:1][C:2]1[CH:7]=[C:6]([C:8]2[CH:13]=[CH:12][CH:11]=[C:10]([CH3:14])[N:9]=2)[CH:5]=[CH:4][C:3]=1[C:15]1[C:27](=[O:28])[N:26]([CH2:29][CH2:30][N:31]2[CH2:36][CH2:35][NH:34][CH2:33][CH2:32]2)[C:18]2[N:19]=[C:20]([NH:23][CH2:24][CH3:25])[N:21]=[CH:22][C:17]=2[CH:16]=1. (2) Given the reactants [C:1]([C:5]1[CH:43]=[CH:42][C:8]([O:9][C:10]2[CH:19]=[C:18]3[C:13]([CH:14]=[C:15]([C:26]([NH:28][C@H:29]([CH2:33][C:34]4[S:35][C:36]([CH:39]([CH3:41])[CH3:40])=[CH:37][CH:38]=4)[C:30]([OH:32])=O)=[O:27])[N:16]=[C:17]3[CH2:20][CH:21]3[CH2:25][CH2:24][CH2:23][CH2:22]3)=[CH:12][CH:11]=2)=[CH:7][CH:6]=1)([CH3:4])([CH3:3])[CH3:2].CN(C(ON1N=N[C:54]2[CH:55]=[CH:56][CH:57]=[CH:58][C:53]1=2)=[N+](C)C)C.F[P-](F)(F)(F)(F)F.CC[N:70](C(C)C)C(C)C.CN([CH:80]=[O:81])C, predict the reaction product. The product is: [CH2:80]([O:81][NH:70][C:30]([CH:29]([NH:28][C:26]([C:15]1[N:16]=[C:17]([CH2:20][CH:21]2[CH2:22][CH2:23][CH2:24][CH2:25]2)[C:18]2[C:13]([CH:14]=1)=[CH:12][CH:11]=[C:10]([O:9][C:8]1[CH:7]=[CH:6][C:5]([C:1]([CH3:4])([CH3:3])[CH3:2])=[CH:43][CH:42]=1)[CH:19]=2)=[O:27])[CH2:33][C:34]1[S:35][C:36]([CH:39]([CH3:41])[CH3:40])=[CH:37][CH:38]=1)=[O:32])[C:53]1[CH:54]=[CH:55][CH:56]=[CH:57][CH:58]=1. (3) Given the reactants [NH2:1][C:2]1[N:7]([C:8]2[C:41]([F:42])=[CH:40][C:11]([O:12][CH2:13][CH2:14][CH2:15][C@@:16]([CH3:39])([C:32]([O:34]C(C)(C)C)=[O:33])[N:17](C(OC(C)(C)C)=O)C(OC(C)(C)C)=O)=[CH:10][C:9]=2[F:43])[C:6](=[O:44])[CH:5]=[CH:4][C:3]=1[C:45](=[O:54])[C:46]1[CH:51]=[CH:50][C:49]([F:52])=[CH:48][C:47]=1[F:53], predict the reaction product. The product is: [NH2:1][C:2]1[N:7]([C:8]2[C:9]([F:43])=[CH:10][C:11]([O:12][CH2:13][CH2:14][CH2:15][C@@:16]([CH3:39])([C:32]([OH:34])=[O:33])[NH2:17])=[CH:40][C:41]=2[F:42])[C:6](=[O:44])[CH:5]=[CH:4][C:3]=1[C:45](=[O:54])[C:46]1[CH:51]=[CH:50][C:49]([F:52])=[CH:48][C:47]=1[F:53]. (4) Given the reactants [CH3:1][S:2]([CH2:5][CH2:6][N:7]1[C:11]2[CH:12]=[CH:13][CH:14]=[CH:15][C:10]=2[N:9]=[C:8]1[CH2:16]O)(=[O:4])=[O:3].O=S(Cl)[Cl:20], predict the reaction product. The product is: [Cl:20][CH2:16][C:8]1[N:7]([CH2:6][CH2:5][S:2]([CH3:1])(=[O:4])=[O:3])[C:11]2[CH:12]=[CH:13][CH:14]=[CH:15][C:10]=2[N:9]=1. (5) Given the reactants [Br:1][CH:2]([CH2:6][OH:7])[C:3]([OH:5])=[O:4].Br.[CH2:9](O)[CH2:10][CH2:11][CH3:12], predict the reaction product. The product is: [Br:1][CH:2]([CH2:6][OH:7])[C:3]([O:5][CH2:9][CH2:10][CH2:11][CH3:12])=[O:4]. (6) The product is: [NH2:1][C@@H:4]1[CH2:9][CH2:8][CH2:7][CH2:6][C@@H:5]1[N:10]1[C:14]([C:15]2[CH:20]=[CH:19][CH:18]=[CH:17][CH:16]=2)=[C:13]([C:21]([O:23][CH2:24][CH3:25])=[O:22])[N:12]=[CH:11]1. Given the reactants [N:1]([C@@H:4]1[CH2:9][CH2:8][CH2:7][CH2:6][C@@H:5]1[N:10]1[C:14]([C:15]2[CH:20]=[CH:19][CH:18]=[CH:17][CH:16]=2)=[C:13]([C:21]([O:23][CH2:24][CH3:25])=[O:22])[N:12]=[CH:11]1)=[N+]=[N-], predict the reaction product. (7) Given the reactants [Br:1][C:2]1[CH:7]=[C:6]([CH:8]=[O:9])[CH:5]=[CH:4][N:3]=1.[CH3:10][Mg]Cl, predict the reaction product. The product is: [Br:1][C:2]1[CH:7]=[C:6]([CH:8]([OH:9])[CH3:10])[CH:5]=[CH:4][N:3]=1. (8) Given the reactants [NH2:1][C:2]1[C:3]([C:16]2[CH:48]=[CH:47][C:19]([C:20]([NH:22][C@@H:23]([C:39]3[CH:44]=[C:43]([F:45])[CH:42]=[C:41]([Br:46])[CH:40]=3)[CH2:24][N:25]([CH3:38])S(C3C=CC=CC=3[N+]([O-])=O)(=O)=O)=[O:21])=[C:18]([F:49])[CH:17]=2)=[N:4][C:5]([C@H:8]2[CH2:13][CH2:12][C@H:11]([OH:14])[C@@H:10]([F:15])[CH2:9]2)=[CH:6][N:7]=1.SC1C=CC(C(O)=O)=CC=1.O[Li].O, predict the reaction product. The product is: [NH2:1][C:2]1[C:3]([C:16]2[CH:48]=[CH:47][C:19]([C:20]([NH:22][C@@H:23]([C:39]3[CH:44]=[C:43]([F:45])[CH:42]=[C:41]([Br:46])[CH:40]=3)[CH2:24][NH:25][CH3:38])=[O:21])=[C:18]([F:49])[CH:17]=2)=[N:4][C:5]([C@H:8]2[CH2:13][CH2:12][C@H:11]([OH:14])[C@@H:10]([F:15])[CH2:9]2)=[CH:6][N:7]=1.